From a dataset of Peptide-MHC class II binding affinity with 134,281 pairs from IEDB. Regression. Given a peptide amino acid sequence and an MHC pseudo amino acid sequence, predict their binding affinity value. This is MHC class II binding data. (1) The peptide sequence is NKELRLMYVNCVKKN. The MHC is HLA-DPA10201-DPB10101 with pseudo-sequence HLA-DPA10201-DPB10101. The binding affinity (normalized) is 0.628. (2) The peptide sequence is AYDTYKSIPSLEAAV. The MHC is DRB1_0901 with pseudo-sequence DRB1_0901. The binding affinity (normalized) is 0.662. (3) The peptide sequence is AADHAAPEDKYEAFV. The MHC is DRB1_0401 with pseudo-sequence DRB1_0401. The binding affinity (normalized) is 0.270. (4) The binding affinity (normalized) is 0.433. The MHC is DRB1_1302 with pseudo-sequence DRB1_1302. The peptide sequence is ILDLWVYHTQGYFPD.